Task: Predict the product of the given reaction.. Dataset: Forward reaction prediction with 1.9M reactions from USPTO patents (1976-2016) (1) Given the reactants [CH:1]([C:4]1[N:8]=[C:7]([N:9]2[CH2:14][CH2:13][CH:12]([OH:15])[CH2:11][CH2:10]2)[O:6][N:5]=1)([CH3:3])[CH3:2].[H-].[Na+].[Br:18][C:19]1[C:23]2[N:24]=[CH:25][N:26]=[C:27](Cl)[C:22]=2[S:21][CH:20]=1.[Cl-].[NH4+], predict the reaction product. The product is: [Br:18][C:19]1[C:23]2[N:24]=[CH:25][N:26]=[C:27]([O:15][CH:12]3[CH2:11][CH2:10][N:9]([C:7]4[O:6][N:5]=[C:4]([CH:1]([CH3:3])[CH3:2])[N:8]=4)[CH2:14][CH2:13]3)[C:22]=2[S:21][CH:20]=1. (2) Given the reactants [NH2:1][C:2]1[C:7]([C:8]2[S:12][C:11]3[CH:13]=[CH:14][C:15]([NH:17][C:18]([NH:20][C:21]4[CH:26]=[CH:25][C:24]([Cl:27])=[C:23]([C:28]([F:31])([F:30])[F:29])[CH:22]=4)=[O:19])=[CH:16][C:10]=3[CH:9]=2)=[CH:6][C:5]([C:32]2[N:33]=[N:34][N:35]([CH2:37][CH2:38][CH2:39][O:40][Si](C(C)(C)C)(C)C)[N:36]=2)=[CH:4][N:3]=1.[F-].C([N+](CCCC)(CCCC)CCCC)CCC, predict the reaction product. The product is: [NH2:1][C:2]1[C:7]([C:8]2[S:12][C:11]3[CH:13]=[CH:14][C:15]([NH:17][C:18]([NH:20][C:21]4[CH:26]=[CH:25][C:24]([Cl:27])=[C:23]([C:28]([F:31])([F:30])[F:29])[CH:22]=4)=[O:19])=[CH:16][C:10]=3[CH:9]=2)=[CH:6][C:5]([C:32]2[N:33]=[N:34][N:35]([CH2:37][CH2:38][CH2:39][OH:40])[N:36]=2)=[CH:4][N:3]=1. (3) Given the reactants [F:1][C:2]1[CH:3]=[C:4]2[C:9](=O)[O:8][C:6](=[O:7])[C:5]2=[CH:11][C:12]=1[F:13].C([NH2:16])=O, predict the reaction product. The product is: [F:1][C:2]1[CH:3]=[C:4]2[C:5](=[CH:11][C:12]=1[F:13])[C:6](=[O:7])[NH:16][C:9]2=[O:8]. (4) Given the reactants [CH2:1]1[C:9]2[C:4](=[CH:5][CH:6]=[CH:7][CH:8]=2)[CH2:3][NH:2]1.[N:10]1([C:16]2[N:17]=[C:18]([CH2:23][C:24](OCC)=[O:25])[NH:19][C:20](=[O:22])[CH:21]=2)[CH2:15][CH2:14][O:13][CH2:12][CH2:11]1.C[Al](C)C, predict the reaction product. The product is: [CH2:1]1[C:9]2[C:4](=[CH:5][CH:6]=[CH:7][CH:8]=2)[CH2:3][N:2]1[C:24](=[O:25])[CH2:23][C:18]1[NH:19][C:20](=[O:22])[CH:21]=[C:16]([N:10]2[CH2:11][CH2:12][O:13][CH2:14][CH2:15]2)[N:17]=1.